From a dataset of Forward reaction prediction with 1.9M reactions from USPTO patents (1976-2016). Predict the product of the given reaction. (1) Given the reactants [B:10]1([B:10]2[O:14][C:13]([CH3:16])([CH3:15])[C:12]([CH3:18])([CH3:17])[O:11]2)[O:14][C:13]([CH3:16])([CH3:15])[C:12]([CH3:18])([CH3:17])[O:11]1.[C:19]([O:24][CH2:25][CH3:26])(=[O:23])[C:20]#[C:21][CH3:22], predict the reaction product. The product is: [CH3:16][C:13]1([CH3:15])[C:12]([CH3:17])([CH3:18])[O:11][B:10](/[C:21](/[CH3:22])=[CH:20]\[C:19]([O:24][CH2:25][CH3:26])=[O:23])[O:14]1. (2) Given the reactants [OH:1][CH2:2][C:3]([O:5][CH2:6][CH3:7])=[O:4].[H-].[Na+].CC1C=CC(S(O[CH2:21][CH2:22][C:23]2[C:31]3[C:26](=[C:27]([C:32]4[N:36]=[C:35]([C:37]5[CH:42]=[CH:41][C:40]([O:43][CH:44]([CH3:46])[CH3:45])=[C:39]([Cl:47])[CH:38]=5)[O:34][N:33]=4)[CH:28]=[CH:29][CH:30]=3)[N:25]([CH3:48])[CH:24]=2)(=O)=O)=CC=1, predict the reaction product. The product is: [Cl:47][C:39]1[CH:38]=[C:37]([C:35]2[O:34][N:33]=[C:32]([C:27]3[CH:28]=[CH:29][CH:30]=[C:31]4[C:26]=3[N:25]([CH3:48])[CH:24]=[C:23]4[CH2:22][CH2:21][O:1][CH2:2][C:3]([O:5][CH2:6][CH3:7])=[O:4])[N:36]=2)[CH:42]=[CH:41][C:40]=1[O:43][CH:44]([CH3:45])[CH3:46]. (3) Given the reactants [F:1][C:2]1[CH:3]=[C:4]([CH2:26][C:27]([NH:32]C(=O)C)([CH2:30][OH:31])[CH2:28][OH:29])[CH:5]=[CH:6][C:7]=1[C:8]1[S:9][C:10]2[C:15]([N:16]=1)=[CH:14][CH:13]=[C:12]([C:17]1([C:20]3[CH:25]=[CH:24][CH:23]=[CH:22][CH:21]=3)[CH2:19][CH2:18]1)[N:11]=2, predict the reaction product. The product is: [NH2:32][C:27]([CH2:26][C:4]1[CH:5]=[CH:6][C:7]([C:8]2[S:9][C:10]3[C:15]([N:16]=2)=[CH:14][CH:13]=[C:12]([C:17]2([C:20]4[CH:25]=[CH:24][CH:23]=[CH:22][CH:21]=4)[CH2:19][CH2:18]2)[N:11]=3)=[C:2]([F:1])[CH:3]=1)([CH2:30][OH:31])[CH2:28][OH:29].